This data is from Peptide-MHC class II binding affinity with 134,281 pairs from IEDB. The task is: Regression. Given a peptide amino acid sequence and an MHC pseudo amino acid sequence, predict their binding affinity value. This is MHC class II binding data. (1) The peptide sequence is DCVVKPIDDRFANALLA. The MHC is DRB1_0405 with pseudo-sequence DRB1_0405. The binding affinity (normalized) is 0.338. (2) The peptide sequence is TIAAMMTSPLSVASM. The MHC is HLA-DPA10201-DPB11401 with pseudo-sequence HLA-DPA10201-DPB11401. The binding affinity (normalized) is 0.590. (3) The binding affinity (normalized) is 0.844. The peptide sequence is LKGIQSLRKLSSVCL. The MHC is DRB4_0101 with pseudo-sequence DRB4_0103. (4) The peptide sequence is EKKYFAATQFEPLGA. The MHC is HLA-DQA10501-DQB10301 with pseudo-sequence HLA-DQA10501-DQB10301. The binding affinity (normalized) is 0.330. (5) The peptide sequence is PDTTCSEIEEFRDRA. The MHC is DRB4_0101 with pseudo-sequence DRB4_0103. The binding affinity (normalized) is 0.340.